From a dataset of Catalyst prediction with 721,799 reactions and 888 catalyst types from USPTO. Predict which catalyst facilitates the given reaction. (1) Reactant: [Cl:1][C:2]1[CH:7]=[CH:6][CH:5]=[C:4]([F:8])[C:3]=1[NH2:9].N1C=CC=CC=1O[C:17](=[S:25])OC1C=CC=CN=1. Product: [Cl:1][C:2]1[CH:7]=[CH:6][CH:5]=[C:4]([F:8])[C:3]=1[N:9]=[C:17]=[S:25]. The catalyst class is: 1. (2) Reactant: [Cl:1][C:2]1[CH:7]=[CH:6][C:5]([C:8]2[N:12]([CH2:13][C@H:14]([OH:19])[C:15]([F:18])([F:17])[F:16])[C:11](=[O:20])[N:10]([CH2:21][C:22]([NH:24][C:25]([C:30]3[CH:35]=[CH:34][CH:33]=[C:32]([C:36]([F:39])([F:38])[F:37])[CH:31]=3)([CH3:29])[C:26](O)=[O:27])=[O:23])[N:9]=2)=[CH:4][CH:3]=1.C1C=CC2N(O)N=[N:46]C=2C=1.C(Cl)CCl.N.Cl. Product: [Cl:1][C:2]1[CH:7]=[CH:6][C:5]([C:8]2[N:12]([CH2:13][C@H:14]([OH:19])[C:15]([F:17])([F:16])[F:18])[C:11](=[O:20])[N:10]([CH2:21][C:22]([NH:24][C:25]([C:30]3[CH:35]=[CH:34][CH:33]=[C:32]([C:36]([F:39])([F:37])[F:38])[CH:31]=3)([CH3:29])[C:26]([NH2:46])=[O:27])=[O:23])[N:9]=2)=[CH:4][CH:3]=1. The catalyst class is: 3.